Regression. Given two drug SMILES strings and cell line genomic features, predict the synergy score measuring deviation from expected non-interaction effect. From a dataset of NCI-60 drug combinations with 297,098 pairs across 59 cell lines. (1) Drug 1: CCC(=C(C1=CC=CC=C1)C2=CC=C(C=C2)OCCN(C)C)C3=CC=CC=C3.C(C(=O)O)C(CC(=O)O)(C(=O)O)O. Drug 2: C(CN)CNCCSP(=O)(O)O. Cell line: RPMI-8226. Synergy scores: CSS=-2.64, Synergy_ZIP=3.09, Synergy_Bliss=-0.333, Synergy_Loewe=-0.659, Synergy_HSA=-3.96. (2) Drug 1: CC1OCC2C(O1)C(C(C(O2)OC3C4COC(=O)C4C(C5=CC6=C(C=C35)OCO6)C7=CC(=C(C(=C7)OC)O)OC)O)O. Drug 2: N.N.Cl[Pt+2]Cl. Cell line: M14. Synergy scores: CSS=18.6, Synergy_ZIP=-4.60, Synergy_Bliss=2.35, Synergy_Loewe=-8.17, Synergy_HSA=0.144. (3) Drug 1: C1CCC(CC1)NC(=O)N(CCCl)N=O. Drug 2: CCCCC(=O)OCC(=O)C1(CC(C2=C(C1)C(=C3C(=C2O)C(=O)C4=C(C3=O)C=CC=C4OC)O)OC5CC(C(C(O5)C)O)NC(=O)C(F)(F)F)O. Cell line: U251. Synergy scores: CSS=28.5, Synergy_ZIP=-9.26, Synergy_Bliss=2.54, Synergy_Loewe=5.91, Synergy_HSA=4.63.